From a dataset of Cav3 T-type calcium channel HTS with 100,875 compounds. Binary Classification. Given a drug SMILES string, predict its activity (active/inactive) in a high-throughput screening assay against a specified biological target. The compound is Fc1cc2c3ncnc(N4CCN(CC4)C(OCC)=O)c3[nH]c2cc1. The result is 0 (inactive).